This data is from Reaction yield outcomes from USPTO patents with 853,638 reactions. The task is: Predict the reaction yield, written as a fraction of the theoretical maximum amount of product (1.0 means a 100% yield; for example, 0.34 means a 34% yield). (1) The reactants are [Cl:1][C:2]1[CH:25]=[C:24]([Cl:26])[CH:23]=[CH:22][C:3]=1[CH2:4][N:5]1[C:9]([CH2:10][CH2:11][C:12]([O:14]CC)=[O:13])=[CH:8][C:7]([O:17][CH2:18][CH2:19][O:20][CH3:21])=[N:6]1.[OH-].[Na+].O1CCCC1. The catalyst is C(O)C. The product is [Cl:1][C:2]1[CH:25]=[C:24]([Cl:26])[CH:23]=[CH:22][C:3]=1[CH2:4][N:5]1[C:9]([CH2:10][CH2:11][C:12]([OH:14])=[O:13])=[CH:8][C:7]([O:17][CH2:18][CH2:19][O:20][CH3:21])=[N:6]1. The yield is 0.940. (2) The reactants are [CH:1](NC(C)C)(C)C.C([Li])CCC.C(OC(C)(C)C)(=O)C.[Cl:21][C:22]1[N:27]=[CH:26][C:25]([NH:28][C:29](=[O:35])OC(C)(C)C)=[C:24]([CH:36]=O)[CH:23]=1.Cl.C(=O)(O)[O-].[Na+]. The catalyst is C(OCC)C.O1CCCC1.O1CCOCC1.O. The product is [Cl:21][C:22]1[CH:23]=[C:24]2[C:25](=[CH:26][N:27]=1)[NH:28][C:29](=[O:35])[CH:1]=[CH:36]2. The yield is 0.820. (3) The reactants are [CH3:1][C:2]1[O:6][N:5]=[C:4]([C:7]2[CH:12]=[CH:11][C:10]([C@@H:13]3[O:18][CH2:17][CH2:16][N:15](C(OC(C)(C)C)=O)[CH2:14]3)=[CH:9][CH:8]=2)[N:3]=1.[ClH:26]. The catalyst is C(OCC)(=O)C. The product is [ClH:26].[CH3:1][C:2]1[O:6][N:5]=[C:4]([C:7]2[CH:12]=[CH:11][C:10]([C@@H:13]3[O:18][CH2:17][CH2:16][NH:15][CH2:14]3)=[CH:9][CH:8]=2)[N:3]=1. The yield is 0.960. (4) The reactants are [C:1]([C:3]1[CH:4]=[C:5]([CH:9]([CH3:31])[C:10]([NH:12][CH2:13][C:14]2[C:15]([N:24]3[CH2:29][CH2:28][CH:27]([CH3:30])[CH2:26][CH2:25]3)=[N:16][C:17]([C:20]([F:23])([F:22])[F:21])=[CH:18][CH:19]=2)=[O:11])[CH:6]=[CH:7][CH:8]=1)#[N:2].[BH4-].[Na+]. The catalyst is C(O)C.C(OCC)(=O)C.[NiH6-5]Cl. The product is [NH2:2][CH2:1][C:3]1[CH:4]=[C:5]([CH:9]([CH3:31])[C:10]([NH:12][CH2:13][C:14]2[C:15]([N:24]3[CH2:29][CH2:28][CH:27]([CH3:30])[CH2:26][CH2:25]3)=[N:16][C:17]([C:20]([F:23])([F:21])[F:22])=[CH:18][CH:19]=2)=[O:11])[CH:6]=[CH:7][CH:8]=1. The yield is 0.580. (5) The reactants are [N+:1]([C:4]1[CH:5]=[C:6]2[C:10](=[CH:11][CH:12]=1)[NH:9][C:8]([CH:13]([CH3:16])[CH2:14][OH:15])=[CH:7]2)([O-])=O.O.O.[Sn](Cl)(Cl)(Cl)Cl. The catalyst is C(O)C.C(OCC)(=O)C.O.C([O-])(O)=O.[Na+]. The product is [NH2:1][C:4]1[CH:5]=[C:6]2[C:10](=[CH:11][CH:12]=1)[NH:9][C:8]([CH:13]([CH3:16])[CH2:14][OH:15])=[CH:7]2. The yield is 0.820.